From a dataset of Reaction yield outcomes from USPTO patents with 853,638 reactions. Predict the reaction yield, written as a fraction of the theoretical maximum amount of product (1.0 means a 100% yield; for example, 0.34 means a 34% yield). (1) The reactants are [O:1]1[CH2:5][CH2:4][C@@H:3]([OH:6])[CH2:2]1.[CH:7]1[N:11]=[CH:10][N:9]([C:12](N2C=NC=C2)=[O:13])[CH:8]=1. The catalyst is O1CCCC1. The product is [N:9]1([C:12]([O:6][C@@H:3]2[CH2:4][CH2:5][O:1][CH2:2]2)=[O:13])[CH:8]=[CH:7][N:11]=[CH:10]1. The yield is 0.920. (2) The reactants are Br[C:2]1[CH:7]=[CH:6][CH:5]=[CH:4][CH:3]=1.[N:8]1([C:14]([O:16][C:17]([CH3:20])([CH3:19])[CH3:18])=[O:15])[CH2:13][CH2:12][NH:11][CH2:10][CH2:9]1.C1C=CC(P(C2C(C3C(P(C4C=CC=CC=4)C4C=CC=CC=4)=CC=C4C=3C=CC=C4)=C3C(C=CC=C3)=CC=2)C2C=CC=CC=2)=CC=1.CC([O-])(C)C.[Na+]. The catalyst is C1(C)C=CC=CC=1.C1C=CC(/C=C/C(/C=C/C2C=CC=CC=2)=O)=CC=1.C1C=CC(/C=C/C(/C=C/C2C=CC=CC=2)=O)=CC=1.C1C=CC(/C=C/C(/C=C/C2C=CC=CC=2)=O)=CC=1.[Pd].[Pd]. The product is [C:2]1([N:11]2[CH2:10][CH2:9][N:8]([C:14]([O:16][C:17]([CH3:20])([CH3:19])[CH3:18])=[O:15])[CH2:13][CH2:12]2)[CH:7]=[CH:6][CH:5]=[CH:4][CH:3]=1. The yield is 0.780. (3) The reactants are C([O:8][C:9]1[C:14]([F:15])=[CH:13][C:12]([C:16]2[N:21]=[C:20]([NH:22][CH2:23][C:24]3[CH:29]=[CH:28][CH:27]=[CH:26][C:25]=3[N:30]([CH3:35])[S:31]([CH3:34])(=[O:33])=[O:32])[C:19]3[C:36]([C:45]([NH:47]C(C)(C)C)=[O:46])=[N:37][N:38](C4CCCCO4)[C:18]=3[CH:17]=2)=[C:11]([CH2:52][C:53]([F:56])([F:55])[F:54])[CH:10]=1)C1C=CC=CC=1.C(O)(C(F)(F)F)=O. No catalyst specified. The product is [F:15][C:14]1[C:9]([OH:8])=[CH:10][C:11]([CH2:52][C:53]([F:55])([F:54])[F:56])=[C:12]([C:16]2[N:21]=[C:20]([NH:22][CH2:23][C:24]3[CH:29]=[CH:28][CH:27]=[CH:26][C:25]=3[N:30]([CH3:35])[S:31]([CH3:34])(=[O:32])=[O:33])[C:19]3[C:36]([C:45]([NH2:47])=[O:46])=[N:37][NH:38][C:18]=3[CH:17]=2)[CH:13]=1. The yield is 0.510. (4) The reactants are [CH:1]([C:3]1[C:4]([O:14][CH2:15][C:16]2[CH:40]=[CH:39][C:19]([O:20][CH2:21][C:22]3[N:23]=[C:24]([C:28]4[CH:29]=[C:30]([CH:36]=[CH:37][CH:38]=4)[O:31][CH2:32][C:33]([O-:35])=[O:34])[O:25][C:26]=3[CH3:27])=[C:18]([O:41][CH3:42])[CH:17]=2)=[N:5][N:6]([C:8]2[CH:13]=[CH:12][CH:11]=[CH:10][CH:9]=2)[CH:7]=1)=O.[CH2:43]([P:52](=[O:59])([O:56][CH2:57][CH3:58])[O:53][CH2:54][CH3:55])P(=O)(OCC)OCC.[CH3:60]N(C)C=O.[H-].[Na+]. The catalyst is O. The product is [CH2:57]([O:56][P:52](/[CH:43]=[CH:1]/[C:3]1[C:4]([O:14][CH2:15][C:16]2[CH:40]=[CH:39][C:19]([O:20][CH2:21][C:22]3[N:23]=[C:24]([C:28]4[CH:29]=[C:30]([CH:36]=[CH:37][CH:38]=4)[O:31][CH2:32][C:33]([O:35][CH3:60])=[O:34])[O:25][C:26]=3[CH3:27])=[C:18]([O:41][CH3:42])[CH:17]=2)=[N:5][N:6]([C:8]2[CH:13]=[CH:12][CH:11]=[CH:10][CH:9]=2)[CH:7]=1)([O:53][CH2:54][CH3:55])=[O:59])[CH3:58]. The yield is 0.680.